The task is: Predict the product of the given reaction.. This data is from Forward reaction prediction with 1.9M reactions from USPTO patents (1976-2016). Given the reactants [CH3:1][O:2][N:3]=C1C2C=CN=NC=2OC1.[Cl:13][C:14]1[CH:19]=[N:18][CH:17]=[C:16]2[O:20][CH2:21][C:22](=O)[C:15]=12, predict the reaction product. The product is: [CH3:1][O:2][N:3]=[C:22]1[C:15]2[C:16](=[CH:17][N:18]=[CH:19][C:14]=2[Cl:13])[O:20][CH2:21]1.